Dataset: Catalyst prediction with 721,799 reactions and 888 catalyst types from USPTO. Task: Predict which catalyst facilitates the given reaction. (1) Reactant: [Cl:1][C:2]1[CH:7]=[CH:6][C:5]([C:8]2[CH:9]=[CH:10][C:11]([CH2:21][CH3:22])=[C:12]([C:14](=[O:20])[C:15]([O:17]CC)=[O:16])[CH:13]=2)=[CH:4][CH:3]=1.CO.[OH-].[K+].CCCCCC. Product: [Cl:1][C:2]1[CH:3]=[CH:4][C:5]([C:8]2[CH:9]=[CH:10][C:11]([CH2:21][CH3:22])=[C:12]([C:14](=[O:20])[C:15]([OH:17])=[O:16])[CH:13]=2)=[CH:6][CH:7]=1. The catalyst class is: 6. (2) Reactant: [CH:1]1([C:6]([O:8]CC)=O)[CH2:5][CH2:4][CH2:3][CH2:2]1.[C:11](#[N:13])[CH3:12].[H-].[Na+]. Product: [CH:1]1([C:6](=[O:8])[CH2:12][C:11]#[N:13])[CH2:2][CH2:3][CH2:4][CH2:5]1. The catalyst class is: 1. (3) Reactant: [F:1][C:2]([F:32])([F:31])[C:3]1[CH:4]=[C:5]([CH:13]([O:15][CH:16]2[CH2:20][CH2:19][CH:18]([C:21]([O:23]C)=[O:22])[CH:17]2[C:25]2[CH:30]=[CH:29][CH:28]=[CH:27][CH:26]=2)[CH3:14])[CH:6]=[C:7]([C:9]([F:12])([F:11])[F:10])[CH:8]=1.[OH-].[Na+]. Product: [F:1][C:2]([F:31])([F:32])[C:3]1[CH:4]=[C:5]([CH:13]([O:15][CH:16]2[CH2:20][CH2:19][CH:18]([C:21]([OH:23])=[O:22])[CH:17]2[C:25]2[CH:26]=[CH:27][CH:28]=[CH:29][CH:30]=2)[CH3:14])[CH:6]=[C:7]([C:9]([F:12])([F:11])[F:10])[CH:8]=1. The catalyst class is: 5. (4) Reactant: C([NH:4][C:5]1[N:9]([CH2:10][C:11](OCC)=[O:12])[N:8]=[C:7]([C:16]2[CH:21]=[CH:20][CH:19]=[C:18]([F:22])[CH:17]=2)[C:6]=1[C:23]#[C:24][C:25]1[CH:30]=[CH:29][CH:28]=[CH:27][CH:26]=1)(=O)C.[BH4-].[Na+].[OH-].[Na+]. Product: [NH2:4][C:5]1[N:9]([CH2:10][CH2:11][OH:12])[N:8]=[C:7]([C:16]2[CH:21]=[CH:20][CH:19]=[C:18]([F:22])[CH:17]=2)[C:6]=1[C:23]#[C:24][C:25]1[CH:30]=[CH:29][CH:28]=[CH:27][CH:26]=1. The catalyst class is: 8. (5) Reactant: [Br:1][C:2]1[C:7]2[O:8][CH2:9][O:10][C:6]=2[CH:5]=[C:4]([CH:11]=[O:12])[CH:3]=1.[CH:13]([Mg]Cl)([CH3:15])[CH3:14].[Cl-].[NH4+]. Product: [Br:1][C:2]1[C:7]2[O:8][CH2:9][O:10][C:6]=2[CH:5]=[C:4]([CH:11]([OH:12])[CH:13]([CH3:15])[CH3:14])[CH:3]=1. The catalyst class is: 28. (6) Reactant: C1(N=C=NC2CCCCC2)CCCCC1.[CH2:16]([NH:23][C@H:24]([C:26]([O:28][CH3:29])=[O:27])[CH3:25])[C:17]1[CH:22]=[CH:21][CH:20]=[CH:19][CH:18]=1.[CH2:30]([O:37][C:38]([NH:40][C:41]1([C:44](O)=[O:45])[CH2:43][CH2:42]1)=[O:39])[C:31]1[CH:36]=[CH:35][CH:34]=[CH:33][CH:32]=1. Product: [CH2:16]([N:23]([C:44]([C:41]1([NH:40][C:38]([O:37][CH2:30][C:31]2[CH:36]=[CH:35][CH:34]=[CH:33][CH:32]=2)=[O:39])[CH2:42][CH2:43]1)=[O:45])[C@H:24]([C:26]([O:28][CH3:29])=[O:27])[CH3:25])[C:17]1[CH:22]=[CH:21][CH:20]=[CH:19][CH:18]=1. The catalyst class is: 4. (7) Reactant: [F:1][C:2]1[CH:7]=[CH:6][C:5]([O:8][CH3:9])=[CH:4][C:3]=1[C:10]1[C:11]([C:17]([O:19]CC)=O)=[CH:12][C:13]([OH:16])=[CH:14][CH:15]=1.O.[NH2:23][NH2:24]. Product: [F:1][C:2]1[CH:7]=[CH:6][C:5]([O:8][CH3:9])=[CH:4][C:3]=1[C:10]1[C:11]([C:17]([NH:23][NH2:24])=[O:19])=[CH:12][C:13]([OH:16])=[CH:14][CH:15]=1. The catalyst class is: 8.